From a dataset of Forward reaction prediction with 1.9M reactions from USPTO patents (1976-2016). Predict the product of the given reaction. (1) Given the reactants [CH:1]1([N:5]2[CH2:11][CH2:10][C:9]3[CH:12]=[C:13]([OH:16])[CH:14]=[CH:15][C:8]=3[CH2:7][CH2:6]2)[CH2:4][CH2:3][CH2:2]1.[H-].[Na+].[Cl:19][C:20]1[CH:25]=[N:24][C:23](Cl)=[CH:22][N:21]=1, predict the reaction product. The product is: [Cl:19][C:20]1[N:21]=[CH:22][C:23]([O:16][C:13]2[CH:14]=[CH:15][C:8]3[CH2:7][CH2:6][N:5]([CH:1]4[CH2:4][CH2:3][CH2:2]4)[CH2:11][CH2:10][C:9]=3[CH:12]=2)=[N:24][CH:25]=1. (2) Given the reactants C[O:2][C:3](=[O:33])[CH2:4][C:5]1[C:14]([CH3:15])=[C:13]([C:16]2[CH:21]=[CH:20][C:19]([S:22]([C:25]3[C:26]([CH3:31])=[CH:27][CH:28]=[CH:29][CH:30]=3)(=[O:24])=[O:23])=[CH:18][CH:17]=2)[C:12]2[C:7](=[CH:8][CH:9]=[C:10]([F:32])[CH:11]=2)[CH:6]=1.O.[OH-].[Li+], predict the reaction product. The product is: [F:32][C:10]1[CH:11]=[C:12]2[C:7](=[CH:8][CH:9]=1)[CH:6]=[C:5]([CH2:4][C:3]([OH:33])=[O:2])[C:14]([CH3:15])=[C:13]2[C:16]1[CH:21]=[CH:20][C:19]([S:22]([C:25]2[C:26]([CH3:31])=[CH:27][CH:28]=[CH:29][CH:30]=2)(=[O:23])=[O:24])=[CH:18][CH:17]=1. (3) Given the reactants C[O:2][C:3]([C:5]1[CH:23]=[CH:22][CH:21]=[CH:20][C:6]=1[O:7][C:8]1[S:12][C:11]([C:13]([O:15][CH3:16])=[O:14])=[CH:10][C:9]=1[N+:17]([O-])=O)=O, predict the reaction product. The product is: [O:2]=[C:3]1[C:5]2[CH:23]=[CH:22][CH:21]=[CH:20][C:6]=2[O:7][C:8]2[S:12][C:11]([C:13]([O:15][CH3:16])=[O:14])=[CH:10][C:9]=2[NH:17]1. (4) Given the reactants [NH2:1][C:2]1[N:7]=[C:6]([N:8]2[CH2:17][CH2:16][C:15]3[C:10](=[CH:11][C:12]([C:18]4[CH:19]=[CH:20][C:21]([C:24](O)=[O:25])=[N:22][CH:23]=4)=[CH:13][CH:14]=3)[CH2:9]2)[CH:5]=[C:4]([N:27]2[CH2:32][CH2:31][N:30]([CH3:33])[CH2:29][CH2:28]2)[N:3]=1.[NH2:34][C@H:35]1[CH2:40][CH2:39][C@H:38]([OH:41])[CH2:37][CH2:36]1, predict the reaction product. The product is: [NH2:1][C:2]1[N:7]=[C:6]([N:8]2[CH2:17][CH2:16][C:15]3[C:10](=[CH:11][C:12]([C:18]4[CH:19]=[CH:20][C:21]([C:24]([NH:34][C@H:35]5[CH2:40][CH2:39][C@H:38]([OH:41])[CH2:37][CH2:36]5)=[O:25])=[N:22][CH:23]=4)=[CH:13][CH:14]=3)[CH2:9]2)[CH:5]=[C:4]([N:27]2[CH2:28][CH2:29][N:30]([CH3:33])[CH2:31][CH2:32]2)[N:3]=1. (5) Given the reactants [NH:1]1[CH2:9][CH2:8][CH:4]([C:5]([NH2:7])=[O:6])[CH2:3][CH2:2]1.I[CH:11]([CH3:13])[CH3:12].C(=O)([O-])[O-].[K+].[K+], predict the reaction product. The product is: [CH:11]([N:1]1[CH2:9][CH2:8][CH:4]([C:5]([NH2:7])=[O:6])[CH2:3][CH2:2]1)([CH3:13])[CH3:12]. (6) The product is: [F:88][C:89]([F:94])([F:93])[C:90]([OH:92])=[O:91].[C:6]([S:9][CH:10]1[CH2:15][CH2:14][NH:13][CH2:12]/[C:11]/1=[CH:35]\[C:36]1[CH:37]=[N:38][N:39]([CH2:41][C:42]([O:44][CH2:45][CH3:46])=[O:43])[CH:40]=1)(=[O:8])[CH3:7]. Given the reactants C([O-])(=S)C.[K+].[C:6]([S:9][CH:10]1[CH2:15][CH2:14][N:13](C(C2C=CC=CC=2)(C2C=CC=CC=2)C2C=CC=CC=2)[CH2:12]/[C:11]/1=[CH:35]\[C:36]1[CH:37]=[N:38][N:39]([CH2:41][C:42]([O:44][CH2:45][CH3:46])=[O:43])[CH:40]=1)(=[O:8])[CH3:7].C(SC(C1C=NN(CC(OCC)=O)C=1)C1CN(C(C2C=CC=CC=2)(C2C=CC=CC=2)C2C=CC=CC=2)CCC=1)(=O)C.[F:88][C:89]([F:94])([F:93])[C:90]([OH:92])=[O:91], predict the reaction product. (7) The product is: [CH3:1][O:2][CH2:3][CH2:4][N:5]1[CH:9]=[CH:8][C:7]([NH:10][C:11]([C:13]2[C:18]([NH:19][C:22]3[CH:27]=[CH:26][CH:25]=[C:24]([F:28])[CH:23]=3)=[CH:17][CH:16]=[C:15]([CH3:20])[N:14]=2)=[O:12])=[N:6]1. Given the reactants [CH3:1][O:2][CH2:3][CH2:4][N:5]1[CH:9]=[CH:8][C:7]([NH:10][C:11]([C:13]2[C:18]([NH2:19])=[CH:17][CH:16]=[C:15]([CH3:20])[N:14]=2)=[O:12])=[N:6]1.Br[C:22]1[CH:27]=[CH:26][CH:25]=[C:24]([F:28])[CH:23]=1, predict the reaction product.